This data is from Full USPTO retrosynthesis dataset with 1.9M reactions from patents (1976-2016). The task is: Predict the reactants needed to synthesize the given product. (1) Given the product [NH2:1][C:2]1[C:7]2[O:8][CH2:9][C:10](=[O:12])[NH:11][C:6]=2[CH:5]=[CH:4][CH:3]=1, predict the reactants needed to synthesize it. The reactants are: [NH2:1][C:2]1[C:7]2[O:8][CH2:9][C:10](=[O:12])[NH:11][C:6]=2[CH:5]=[C:4](Cl)[CH:3]=1.C(N(CC)CC)C.CCOC(C)=O. (2) Given the product [NH2:9][CH2:8][C:3]1[C:2]([Br:1])=[CH:7][CH:6]=[CH:5][N:4]=1, predict the reactants needed to synthesize it. The reactants are: [Br:1][C:2]1[C:3]([C:8]#[N:9])=[N:4][CH:5]=[CH:6][CH:7]=1.Cl.[OH-].[Na+].[Na+].[Cl-].